From a dataset of Forward reaction prediction with 1.9M reactions from USPTO patents (1976-2016). Predict the product of the given reaction. Given the reactants [Br:1][C:2]1[CH:22]=[CH:21][C:5]([CH2:6][C:7]2[C:8]([CH3:20])=[N:9][C:10]3[N:11]([N:14]=[CH:15][C:16]=3[C:17](O)=[O:18])[C:12]=2[CH3:13])=[CH:4][CH:3]=1.[CH3:23][O:24][CH2:25][CH2:26][NH2:27], predict the reaction product. The product is: [Br:1][C:2]1[CH:22]=[CH:21][C:5]([CH2:6][C:7]2[C:8]([CH3:20])=[N:9][C:10]3[N:11]([N:14]=[CH:15][C:16]=3[C:17]([NH:27][CH2:26][CH2:25][O:24][CH3:23])=[O:18])[C:12]=2[CH3:13])=[CH:4][CH:3]=1.